This data is from Human Reference Interactome with 51,813 positive PPI pairs across 8,248 proteins, plus equal number of experimentally-validated negative pairs. The task is: Binary Classification. Given two protein amino acid sequences, predict whether they physically interact or not. (1) Result: 1 (the proteins interact). Protein 2 (ENSG00000171481) has sequence MGMSNLTRLSEFILLGLSSRSEDQRPLFALFLIIYLVTLMGNLLIILAIHSDPRLQNPMYFFLSILSFADICYTTVIVPKMLVNFLSEKKTISYAECLAQMYFFLVFGNIDSYLLAAMAINRCVAICNPFHYVTVMNRRCCVLLLAFPITFSYFHSLLHVLLVNRLTFCTSNVIHHFFCDVNPVLKLSCSSTFVNEIVAMTEGLASVMAPFVCIIISYLRILIAVLKIPSAAGKHKAFSTCSSHLTVVILFYGSISYVYLQPLSSYTVKDRIATINYTVLTSVLNPFIYSLRNKDMKRGL.... Protein 1 (ENSG00000165588) has sequence MMSYLKQPPYAVNGLSLTTSGMDLLHPSVGYPATPRKQRRERTTFTRAQLDVLEALFAKTRYPDIFMREEVALKINLPESRVQVWFKNRRAKCRQQQQQQQNGGQNKVRPAKKKTSPAREVSSESGTSGQFTPPSSTSVPTIASSSAPVSIWSPASISPLSDPLSTSSSCMQRSYPMTYTQASGYSQGYAGSTSYFGGMDCGSYLTPMHHQLPGPGATLSPMGTNAVTSHLNQSPASLSTQGYGASSLGFNSTTDCLDYKDQTASWKLNFNADCLDYKDQTSSWKFQVL*MMSYLKQPPY.... (2) Protein 1 (ENSG00000104140) has sequence MPPRELSEAEPPPLRAPTPPPRRRSAPPELGIKCVLVGDGAVGKSSLIVSYTCNGYPARYRPTALDTFSVQVLVDGAPVRIELWDTAGQEDFDRLRSLCYPDTDVFLACFSVVQPSSFQNITEKWLPEIRTHNPQAPVLLVGTQADLRDDVNVLIQLDQGGREGPVPQPQAQGLAEKIRACCYLECSALTQKNLKEVFDSAILSAIEHKARLEKKLNAKGVRTLSRCRWKKFFCFV*. Protein 2 (ENSG00000175220) has sequence MDPLSELQDDLTLDDTSEALNQLKLASIDEKNWPSDEMPDFPKSDDSKSSSPELVTHLKWDDPYYDIARHQIVEVAGDDKYGRKIIVFSACRMPPSHQLDHSKLLGYLKHTLDQYVESDYTLLYLHHGLTSDNKPSLSWLRDAYREFDRKYKKNIKALYIVHPTMFIKTLLILFKPLISFKFGQKIFYVNYLSELSEHVKLEQLGIPRQVLKYDDFLKSTQKSPATAPKPMPPRPPLPNQQFGVSLQHLQEKNPEQEPIPIVLRETVAYLQAHALTTEGIFRRSANTQVVREVQQKYNMG.... Result: 0 (the proteins do not interact).